The task is: Predict the reaction yield, written as a fraction of the theoretical maximum amount of product (1.0 means a 100% yield; for example, 0.34 means a 34% yield).. This data is from Reaction yield outcomes from USPTO patents with 853,638 reactions. (1) The reactants are [OH:1][CH2:2][CH2:3][N:4]1[CH:8]=[C:7]([C:9]2[CH:10]=[C:11]3[C:15](=[CH:16][CH:17]=2)[NH:14][N:13]=[C:12]3[C:18]([O:20][CH3:21])=[O:19])[CH:6]=[N:5]1.[Br:22][C:23]1[CH:24]=[C:25](B(O)O)[CH:26]=[CH:27][CH:28]=1. No catalyst specified. The product is [Br:22][C:23]1[CH:28]=[C:27]([N:14]2[C:15]3[C:11](=[CH:10][C:9]([C:7]4[CH:6]=[N:5][N:4]([CH2:3][CH2:2][OH:1])[CH:8]=4)=[CH:17][CH:16]=3)[C:12]([C:18]([O:20][CH3:21])=[O:19])=[N:13]2)[CH:26]=[CH:25][CH:24]=1. The yield is 0.550. (2) The reactants are [F:1][C:2]([F:20])([F:19])[C:3]1[N:7]2[N:8]=[C:9]([N:12]3[CH2:17][CH2:16][CH:15]([OH:18])[CH2:14][CH2:13]3)[CH:10]=[CH:11][C:6]2=[N:5][N:4]=1. The catalyst is [Pd].CO. The product is [F:20][C:2]([F:1])([F:19])[C:3]1[N:7]2[N:8]=[C:9]([N:12]3[CH2:17][CH2:16][CH:15]([OH:18])[CH2:14][CH2:13]3)[CH2:10][CH2:11][C:6]2=[N:5][N:4]=1. The yield is 0.980. (3) The reactants are Cl[C:2]1[C:7]([Cl:8])=[CH:6][N:5]=[C:4]([NH2:9])[CH:3]=1.[NH:10]1[CH2:15][CH2:14][O:13][CH2:12][CH2:11]1. The catalyst is CC(N(C)C)=O. The product is [Cl:8][C:7]1[C:2]([N:10]2[CH2:15][CH2:14][O:13][CH2:12][CH2:11]2)=[CH:3][C:4]([NH2:9])=[N:5][CH:6]=1. The yield is 0.880. (4) The reactants are [CH:1]1([CH:4]([NH:7][C:8]2[C:13]([N+:14]([O-])=O)=[C:12]([C:17]3[CH:22]=[C:21](F)[C:20]([O:24][CH3:25])=[CH:19][C:18]=3[CH3:26])[CH:11]=[CH:10][N:9]=2)[CH2:5][CH3:6])[CH2:3][CH2:2]1.[Cl:27][Sn]Cl. No catalyst specified. The product is [Cl:27][C:21]1[C:20]([O:24][CH3:25])=[CH:19][C:18]([CH3:26])=[C:17]([C:12]2[CH:11]=[CH:10][N:9]=[C:8]([NH:7][CH:4]([CH:1]3[CH2:3][CH2:2]3)[CH2:5][CH3:6])[C:13]=2[NH2:14])[CH:22]=1. The yield is 0.960.